This data is from Forward reaction prediction with 1.9M reactions from USPTO patents (1976-2016). The task is: Predict the product of the given reaction. Given the reactants Br[C:2]1[C:7]2[S:8][C:9]([C:11]3[C:16]([Cl:17])=[CH:15][CH:14]=[CH:13][C:12]=3[Cl:18])=[N:10][C:6]=2[CH:5]=[CH:4][N:3]=1.[NH2:19][C:20]1[N:25]=[CH:24][N:23]=[C:22]([C:26]#[N:27])[CH:21]=1.CC1(C)C2C(=C(P(C3C=CC=CC=3)C3C=CC=CC=3)C=CC=2)OC2C(P(C3C=CC=CC=3)C3C=CC=CC=3)=CC=CC1=2.C([O-])([O-])=O.[Cs+].[Cs+], predict the reaction product. The product is: [Cl:18][C:12]1[CH:13]=[CH:14][CH:15]=[C:16]([Cl:17])[C:11]=1[C:9]1[S:8][C:7]2[C:2]([NH:19][C:20]3[N:25]=[CH:24][N:23]=[C:22]([C:26]#[N:27])[CH:21]=3)=[N:3][CH:4]=[CH:5][C:6]=2[N:10]=1.